This data is from Reaction yield outcomes from USPTO patents with 853,638 reactions. The task is: Predict the reaction yield, written as a fraction of the theoretical maximum amount of product (1.0 means a 100% yield; for example, 0.34 means a 34% yield). (1) The reactants are [CH3:1][O:2][C:3]1[CH:8]=[CH:7][C:6]([C:9]([F:12])([F:11])[F:10])=[CH:5][C:4]=1[N:13]=[C:14]=[O:15].[NH2:16][C:17]1[CH:34]=[CH:33][C:20]([O:21][C:22]2[CH:23]=[C:24]3[C:28](=[CH:29][CH:30]=2)[C:27](=[O:31])[NH:26][C:25]3=[O:32])=[CH:19][CH:18]=1.CO. The product is [CH3:1][O:2][C:3]1[CH:8]=[CH:7][C:6]([C:9]([F:12])([F:11])[F:10])=[CH:5][C:4]=1[NH:13][C:14]([NH:16][C:17]1[CH:18]=[CH:19][C:20]([O:21][C:22]2[CH:23]=[C:24]3[C:28](=[CH:29][CH:30]=2)[C:27](=[O:31])[NH:26][C:25]3=[O:32])=[CH:33][CH:34]=1)=[O:15]. The yield is 0.960. The catalyst is C(Cl)Cl. (2) The reactants are [NH2:1][C@H:2]([CH2:30]O)[CH2:3][CH2:4][C:5]1[C:10]([F:11])=[CH:9][N:8]=[CH:7][C:6]=1[NH:12][C:13](=[O:29])[C@@H:14]([N:26]=[N+:27]=[N-:28])[C@@H:15]([C:19]1[CH:24]=[CH:23][C:22]([Cl:25])=[CH:21][CH:20]=1)[CH:16]([CH3:18])[CH3:17].C(N(CC)CC)C.[C:39]1([S:45](Cl)(=[O:47])=[O:46])[CH:44]=[CH:43][CH:42]=[CH:41][CH:40]=1.CS(Cl)(=O)=O. The catalyst is ClCCl.CN(C1C=CN=CC=1)C. The product is [N:26]([C@@H:14]([C@@H:15]([C:19]1[CH:24]=[CH:23][C:22]([Cl:25])=[CH:21][CH:20]=1)[CH:16]([CH3:18])[CH3:17])[C:13]([NH:12][C:6]1[CH:7]=[N:8][CH:9]=[C:10]([F:11])[C:5]=1[CH2:4][CH2:3][CH:2]1[CH2:30][N@@:1]1[S:45]([C:39]1[CH:44]=[CH:43][CH:42]=[CH:41][CH:40]=1)(=[O:47])=[O:46])=[O:29])=[N+:27]=[N-:28]. The yield is 0.790. (3) The reactants are [CH3:1][O:2][C:3](=[O:15])[C:4]1[CH:13]=[C:12]([F:14])[CH:11]=[C:6]([C:7]([O:9]C)=[O:8])[CH:5]=1.[OH-].[Na+]. The catalyst is CO. The product is [CH3:1][O:2][C:3](=[O:15])[C:4]1[CH:13]=[C:12]([F:14])[CH:11]=[C:6]([C:7]([OH:9])=[O:8])[CH:5]=1. The yield is 0.830.